Dataset: Retrosynthesis with 50K atom-mapped reactions and 10 reaction types from USPTO. Task: Predict the reactants needed to synthesize the given product. (1) The reactants are: Clc1ncnc2c1CCNCC2.O=C(CCl)N1CCN(C2CCC2)CC1. Given the product O=C(CN1CCc2ncnc(Cl)c2CC1)N1CCN(C2CCC2)CC1, predict the reactants needed to synthesize it. (2) Given the product O=S(c1ccccc1)C1CN(C(c2ccc(Cl)cc2)c2ccc(Cl)cc2)C1, predict the reactants needed to synthesize it. The reactants are: Clc1ccc(C(c2ccc(Cl)cc2)N2CC(Sc3ccccc3)C2)cc1.O=C(OO)c1cccc(Cl)c1.